Predict the reactants needed to synthesize the given product. From a dataset of Full USPTO retrosynthesis dataset with 1.9M reactions from patents (1976-2016). Given the product [Cl:23][C:18]1[CH:19]=[CH:20][C:15]([C:14]([CH:7]2[CH2:8][C:2]3[S:1][CH:5]=[CH:4][C:3]=3[C:6]2=[O:9])=[O:13])=[CH:16][CH:17]=1, predict the reactants needed to synthesize it. The reactants are: [S:1]1[CH:5]=[CH:4][C:3]2[C:6](=[O:9])[CH2:7][CH2:8][C:2]1=2.[H-].[Na+].C[O:13][C:14](=O)[C:15]1[CH:20]=[CH:19][CH:18]=[C:17](Cl)[CH:16]=1.[ClH:23].